This data is from Forward reaction prediction with 1.9M reactions from USPTO patents (1976-2016). The task is: Predict the product of the given reaction. (1) Given the reactants C([O:8][C:9](=[O:38])[CH2:10][C@@H:11]([N:24]1[CH:28]=[CH:27][C:26]([C:29]2[CH:34]=[CH:33][C:32]([CH2:35][CH2:36][CH3:37])=[CH:31][CH:30]=2)=[CH:25]1)[C:12]([NH:14][C@H:15]([C:20](=[O:23])[NH:21][CH3:22])[C:16]([CH3:19])([CH3:18])[CH3:17])=[O:13])C1C=CC=CC=1, predict the reaction product. The product is: [CH3:18][C:16]([CH3:17])([CH3:19])[C@H:15]([NH:14][C:12](=[O:13])[C@H:11]([N:24]1[CH:28]=[CH:27][C:26]([C:29]2[CH:34]=[CH:33][C:32]([CH2:35][CH2:36][CH3:37])=[CH:31][CH:30]=2)=[CH:25]1)[CH2:10][C:9]([OH:38])=[O:8])[C:20](=[O:23])[NH:21][CH3:22]. (2) Given the reactants [F:1][C:2]1[CH:7]=[CH:6][C:5]([C:8]2[C:17]([C:18]3[CH:19]=[CH:20][C:21](=[O:31])[N:22]([C:24]4[CH:29]=[CH:28][CH:27]=[CH:26][C:25]=4[CH3:30])[N:23]=3)=[C:11]3[NH:12][CH2:13][C:14](=[CH2:16])[CH2:15][N:10]3[N:9]=2)=[CH:4][CH:3]=1.C[N+]1([O-])CC[O:36]CC1.O.CC(C)=O, predict the reaction product. The product is: [F:1][C:2]1[CH:3]=[CH:4][C:5]([C:8]2[C:17]([C:18]3[CH:19]=[CH:20][C:21](=[O:31])[N:22]([C:24]4[CH:29]=[CH:28][CH:27]=[CH:26][C:25]=4[CH3:30])[N:23]=3)=[C:11]3[N:12]=[CH:13][C:14]([CH2:16][OH:36])=[CH:15][N:10]3[N:9]=2)=[CH:6][CH:7]=1. (3) Given the reactants [CH2:1]([C:3]1([C:28]([OH:30])=O)[CH2:8][CH2:7][C:6]2[C:9]3[C:14]([NH:15][C:16]4[CH:17]=[C:18]5[C:22](=[CH:23][C:24]=4[O:25][CH3:26])[NH:21][N:20]=[CH:19]5)=[N:13][CH:12]=[N:11][C:10]=3[S:27][C:5]=2[CH2:4]1)[CH3:2].[CH2:31]([N:33](C(C)C)[CH:34](C)C)C.CNC.F[P-](F)(F)(F)(F)F.CN(C(=[N+](C)C)ON1C2=NC=CC=C2N=N1)C, predict the reaction product. The product is: [CH2:1]([C:3]1([C:28]([N:33]([CH3:34])[CH3:31])=[O:30])[CH2:8][CH2:7][C:6]2[C:9]3[C:14]([NH:15][C:16]4[CH:17]=[C:18]5[C:22](=[CH:23][C:24]=4[O:25][CH3:26])[NH:21][N:20]=[CH:19]5)=[N:13][CH:12]=[N:11][C:10]=3[S:27][C:5]=2[CH2:4]1)[CH3:2]. (4) Given the reactants [C:1]([OH:7])([C:3]([F:6])([F:5])[F:4])=[O:2].C([SiH](C(C)C)C(C)C)(C)C.[NH:18]([C:56]([CH2:58][CH2:59][CH2:60][CH2:61][CH2:62][CH2:63][CH2:64][CH2:65][CH2:66][CH2:67][CH2:68][CH2:69][CH2:70][CH2:71][CH3:72])=[O:57])[CH2:19][C:20]([NH:22][C@H:23]([C:49]([O:51]C(C)(C)C)=[O:50])[CH2:24][C:25]1[N:29]=[CH:28][N:27](C(C2C=CC=CC=2)(C2C=CC=CC=2)C2C=CC=CC=2)[CH:26]=1)=[O:21], predict the reaction product. The product is: [NH:18]([C:56]([CH2:58][CH2:59][CH2:60][CH2:61][CH2:62][CH2:63][CH2:64][CH2:65][CH2:66][CH2:67][CH2:68][CH2:69][CH2:70][CH2:71][CH3:72])=[O:57])[CH2:19][C:20]([NH:22][C@H:23]([C:49]([OH:51])=[O:50])[CH2:24][C:25]1[N:29]=[CH:28][NH:27][CH:26]=1)=[O:21].[F:4][C:3]([C:1]([OH:7])=[O:2])([F:6])[F:5]. (5) Given the reactants [H-].[Na+].Br[C:4]1[CH:8]=[CH:7][S:6][C:5]=1[C:9]1[O:10][C:11]2[CH:17]=[CH:16][C:15]([S:18][C:19]([F:22])([F:21])[F:20])=[CH:14][C:12]=2[N:13]=1.[CH2:23]([SH:25])[CH3:24].O, predict the reaction product. The product is: [CH2:23]([S:25][C:4]1[CH:8]=[CH:7][S:6][C:5]=1[C:9]1[O:10][C:11]2[CH:17]=[CH:16][C:15]([S:18][C:19]([F:22])([F:21])[F:20])=[CH:14][C:12]=2[N:13]=1)[CH3:24]. (6) Given the reactants [F:1][C:2]1[CH:3]=[C:4]([CH:9]2[CH2:14][C:13](=[O:15])[CH2:12][CH2:11][N:10]2[C:16]([O:18][CH2:19][C:20]2[CH:25]=[CH:24][CH:23]=[CH:22][CH:21]=2)=[O:17])[CH:5]=[CH:6][C:7]=1[F:8].C(=O)([O-])[O-].[Cs+].[Cs+].C[Si](C)(C)[C:34]([F:37])([F:36])[F:35].C(=O)([O-])[O-].[K+].[K+], predict the reaction product. The product is: [F:1][C:2]1[CH:3]=[C:4]([CH:9]2[CH2:14][C:13]([OH:15])([C:34]([F:37])([F:36])[F:35])[CH2:12][CH2:11][N:10]2[C:16]([O:18][CH2:19][C:20]2[CH:21]=[CH:22][CH:23]=[CH:24][CH:25]=2)=[O:17])[CH:5]=[CH:6][C:7]=1[F:8].